Dataset: Peptide-MHC class I binding affinity with 185,985 pairs from IEDB/IMGT. Task: Regression. Given a peptide amino acid sequence and an MHC pseudo amino acid sequence, predict their binding affinity value. This is MHC class I binding data. (1) The peptide sequence is VSMMSMYGK. The MHC is HLA-A33:01 with pseudo-sequence HLA-A33:01. The binding affinity (normalized) is 0.0699. (2) The MHC is HLA-B15:03 with pseudo-sequence HLA-B15:03. The peptide sequence is AFPTSCHM. The binding affinity (normalized) is 0. (3) The peptide sequence is VSFGAPSLL. The MHC is H-2-Ld with pseudo-sequence H-2-Ld. The binding affinity (normalized) is 0.0768. (4) The peptide sequence is IVMRYVLDH. The MHC is HLA-B39:01 with pseudo-sequence HLA-B39:01. The binding affinity (normalized) is 0.213. (5) The peptide sequence is VALRTLLLLM. The MHC is H-2-Db with pseudo-sequence H-2-Db. The binding affinity (normalized) is 0.285. (6) The peptide sequence is FMRDEVSFSV. The binding affinity (normalized) is 0.909. The MHC is HLA-A02:03 with pseudo-sequence HLA-A02:03. (7) The MHC is HLA-A11:01 with pseudo-sequence HLA-A11:01. The peptide sequence is VTVTNVLLY. The binding affinity (normalized) is 0.701. (8) The peptide sequence is KVQEWYLSY. The MHC is HLA-B58:01 with pseudo-sequence HLA-B58:01. The binding affinity (normalized) is 0.243. (9) The peptide sequence is ILCIEGEQK. The MHC is HLA-A31:01 with pseudo-sequence HLA-A31:01. The binding affinity (normalized) is 0.175. (10) The peptide sequence is HTAAPWGSY. The MHC is HLA-A69:01 with pseudo-sequence HLA-A69:01. The binding affinity (normalized) is 0.635.